From a dataset of Full USPTO retrosynthesis dataset with 1.9M reactions from patents (1976-2016). Predict the reactants needed to synthesize the given product. Given the product [C:1]([O:5][C:6]([N:8]1[CH2:13][CH2:12][N:11]([S:22]([CH3:21])(=[O:24])=[O:23])[CH2:10][CH2:9]1)=[O:7])([CH3:4])([CH3:2])[CH3:3], predict the reactants needed to synthesize it. The reactants are: [C:1]([O:5][C:6]([N:8]1[CH2:13][CH2:12][NH:11][CH2:10][CH2:9]1)=[O:7])([CH3:4])([CH3:3])[CH3:2].C(N(CC)CC)C.[CH3:21][S:22](Cl)(=[O:24])=[O:23].